Dataset: Full USPTO retrosynthesis dataset with 1.9M reactions from patents (1976-2016). Task: Predict the reactants needed to synthesize the given product. (1) Given the product [Br:17][C:18]1[CH:25]=[CH:24][C:21]([CH2:22][NH:23][C:13]([C:8]2[CH:9]=[CH:10][C:11](=[O:12])[N:6]([CH2:5][CH2:4][O:3][CH2:1][CH3:2])[CH:7]=2)=[O:15])=[C:20]([O:26][C:27]([F:28])([F:29])[F:30])[CH:19]=1, predict the reactants needed to synthesize it. The reactants are: [CH2:1]([O:3][CH2:4][CH2:5][N:6]1[C:11](=[O:12])[CH:10]=[CH:9][C:8]([C:13]([OH:15])=O)=[CH:7]1)[CH3:2].Cl.[Br:17][C:18]1[CH:25]=[CH:24][C:21]([CH2:22][NH2:23])=[C:20]([O:26][C:27]([F:30])([F:29])[F:28])[CH:19]=1.ON1C2C=CC=CC=2N=N1.Cl.C(N=C=NCCCN(C)C)C.C(N(C(C)C)CC)(C)C. (2) Given the product [Cl:1][CH2:2][O:3][C:4]([N:7]1[CH2:8][CH2:9][CH:10]([C:11]([O:13][CH2:14][CH3:15])=[O:12])[CH2:16][CH2:17]1)=[O:5], predict the reactants needed to synthesize it. The reactants are: [Cl:1][CH2:2][O:3][C:4](Cl)=[O:5].[NH:7]1[CH2:17][CH2:16][CH:10]([C:11]([O:13][CH2:14][CH3:15])=[O:12])[CH2:9][CH2:8]1. (3) Given the product [CH3:1][O:2][C:3]1[CH:4]=[CH:5][C:6]2[O:10][C:9]([C:13](=[O:20])[CH2:14][CH2:15][CH2:16][CH2:17][CH2:18][CH3:19])=[C:8]([CH3:11])[C:7]=2[CH:12]=1, predict the reactants needed to synthesize it. The reactants are: [CH3:1][O:2][C:3]1[CH:4]=[CH:5][C:6]2[O:10][CH:9]=[C:8]([CH3:11])[C:7]=2[CH:12]=1.[C:13](Cl)(=[O:20])[CH2:14][CH2:15][CH2:16][CH2:17][CH2:18][CH3:19].[N+](C)([O-])=O.[Cl-].[Al+3].[Cl-].[Cl-]. (4) Given the product [CH3:17][N:18]([CH3:50])[C:19]1[CH:20]=[C:21]2[C:26](=[CH:27][CH:28]=1)[C:25](=[O:29])[N:24]([C:30]1[CH:40]=[CH:39][CH:38]=[C:37]([C:2]3[CH:3]=[C:4]([NH:10][C:11]4[CH:15]=[CH:14][N:13]([CH3:16])[N:12]=4)[C:5](=[O:9])[N:6]([CH3:8])[CH:7]=3)[C:31]=1[CH2:32][OH:33])[CH2:23][CH2:22]2, predict the reactants needed to synthesize it. The reactants are: Br[C:2]1[CH:3]=[C:4]([NH:10][C:11]2[CH:15]=[CH:14][N:13]([CH3:16])[N:12]=2)[C:5](=[O:9])[N:6]([CH3:8])[CH:7]=1.[CH3:17][N:18]([CH3:50])[C:19]1[CH:20]=[C:21]2[C:26](=[CH:27][CH:28]=1)[C:25](=[O:29])[N:24]([C:30]1[CH:40]=[CH:39][CH:38]=[C:37](B3OC(C)(C)C(C)(C)O3)[C:31]=1[CH2:32][O:33]C(=O)C)[CH2:23][CH2:22]2.C(=O)([O-])[O-].[Na+].[Na+].[OH-].[Li+]. (5) Given the product [F:18][C:19]1[CH:24]=[C:23]([C:2]2[C:10]3[N:9]4[CH2:11][CH2:12][NH:13][C:14](=[O:15])[C:8]4=[CH:7][C:6]=3[CH:5]=[C:4]([C:16]#[N:17])[CH:3]=2)[CH:22]=[CH:21][CH:20]=1, predict the reactants needed to synthesize it. The reactants are: Br[C:2]1[C:10]2[N:9]3[CH2:11][CH2:12][NH:13][C:14](=[O:15])[C:8]3=[CH:7][C:6]=2[CH:5]=[C:4]([C:16]#[N:17])[CH:3]=1.[F:18][C:19]1[CH:20]=[C:21](B(O)O)[CH:22]=[CH:23][CH:24]=1. (6) Given the product [C:1]([O-:6])(=[O:5])[CH:2]([CH3:4])[OH:3].[Zn+2:13].[C:15]([O-:26])(=[O:14])[CH:16]([CH3:18])[OH:17].[O:14]=[C:15]([O-:26])[C@@H:16]([C@H:18]([C@@H:20]([C@@H:22]([CH2:24][OH:25])[OH:23])[OH:21])[OH:19])[OH:17].[Al+3:33].[O:14]=[C:15]([O-:26])[C@@H:16]([C@H:18]([C@@H:20]([C@@H:22]([CH2:24][OH:25])[OH:23])[OH:21])[OH:19])[OH:17].[O:14]=[C:15]([O-:26])[C@@H:16]([C@H:18]([C@@H:20]([C@@H:22]([CH2:24][OH:25])[OH:23])[OH:21])[OH:19])[OH:17], predict the reactants needed to synthesize it. The reactants are: [C:1]([O-:6])(=[O:5])[CH:2]([CH3:4])[OH:3].[K+].S([O-])([O-])(=O)=O.[Zn+2:13].[O:14]=[C:15]([O-:26])[C@@H:16]([C@H:18]([C@@H:20]([C@@H:22]([CH2:24][OH:25])[OH:23])[OH:21])[OH:19])[OH:17].[K+].S([O-])([O-])(=O)=O.[Al+3:33].S([O-])([O-])(=O)=O.S([O-])([O-])(=O)=O.[Al+3]. (7) Given the product [CH3:23][N:15]1[C:9]2[CH:8]=[C:7]([O:18][CH:19]([CH3:21])[CH3:20])[C:6]([N+:3]([O-:5])=[O:4])=[CH:17][C:10]=2[CH2:11][CH2:12][CH2:13][C:14]1=[O:16], predict the reactants needed to synthesize it. The reactants are: [H-].[Na+].[N+:3]([C:6]1[C:7]([O:18][CH:19]([CH3:21])[CH3:20])=[CH:8][C:9]2[NH:15][C:14](=[O:16])[CH2:13][CH2:12][CH2:11][C:10]=2[CH:17]=1)([O-:5])=[O:4].I[CH3:23]. (8) Given the product [CH2:1]([S:3]([N:6]1[CH2:11][CH2:10][CH:9]([C:12]2[C:20]3[C:15](=[C:16]([C:28]([NH2:30])=[O:29])[CH:17]=[C:18]([C:21]4[CH:25]=[C:24]([CH2:26][N:33]5[CH2:34][CH2:35][CH2:36][C@H:32]5[CH3:31])[S:23][CH:22]=4)[CH:19]=3)[NH:14][CH:13]=2)[CH2:8][CH2:7]1)(=[O:4])=[O:5])[CH3:2], predict the reactants needed to synthesize it. The reactants are: [CH2:1]([S:3]([N:6]1[CH2:11][CH2:10][CH:9]([C:12]2[C:20]3[C:15](=[C:16]([C:28]([NH2:30])=[O:29])[CH:17]=[C:18]([C:21]4[CH:25]=[C:24]([CH:26]=O)[S:23][CH:22]=4)[CH:19]=3)[NH:14][CH:13]=2)[CH2:8][CH2:7]1)(=[O:5])=[O:4])[CH3:2].[CH3:31][CH:32]1[CH2:36][CH2:35][CH2:34][NH:33]1.C(O[BH-](OC(=O)C)OC(=O)C)(=O)C.[Na+].